Predict the reactants needed to synthesize the given product. From a dataset of Full USPTO retrosynthesis dataset with 1.9M reactions from patents (1976-2016). Given the product [C:31]([C:26]1[CH:27]=[CH:28][CH:29]=[CH:30][C:25]=1[C:22]1[CH:23]=[CH:24][C:19]([CH2:18][C:15]2[C:16](=[O:17])[N:11]([C@H:8]3[CH2:7][CH2:6][C@H:5]([O:4][CH2:3][C:2]([O:1][CH2:45][CH3:46])=[O:42])[CH2:10][CH2:9]3)[C:12]3[N:13]([N:38]=[CH:39][CH:40]=3)[C:14]=2[CH2:35][CH2:36][CH3:37])=[CH:20][C:21]=1[O:33][CH3:34])#[N:32], predict the reactants needed to synthesize it. The reactants are: [O:1]1[C:5]2([CH2:10][CH2:9][CH:8]([N:11]3[C:16](=[O:17])[C:15]([CH2:18][C:19]4[CH:24]=[CH:23][C:22]([C:25]5[C:26]([C:31]#[N:32])=[CH:27][CH:28]=[CH:29][CH:30]=5)=[C:21]([O:33][CH3:34])[CH:20]=4)=[C:14]([CH2:35][CH2:36][CH3:37])[N:13]4[N:38]=[CH:39][CH:40]=[C:12]34)[CH2:7][CH2:6]2)[O:4][CH2:3][CH2:2]1.Cl.[OH-:42].[Na+].O1CC[CH2:46][CH2:45]1.